From a dataset of Full USPTO retrosynthesis dataset with 1.9M reactions from patents (1976-2016). Predict the reactants needed to synthesize the given product. (1) Given the product [C:25]1([C:20]2[CH:21]=[CH:22][CH:23]=[C:24]3[C:19]=2[C:18]([NH:31][CH2:32][C:33]2[CH:38]=[CH:37][CH:36]=[CH:35][N:34]=2)=[N:17][N:16]=[C:15]3[C:13]2[CH:14]=[C:9]([S:6]([NH2:5])(=[O:7])=[O:8])[CH:10]=[N:11][CH:12]=2)[CH:26]=[CH:27][CH:28]=[CH:29][CH:30]=1, predict the reactants needed to synthesize it. The reactants are: C([NH:5][S:6]([C:9]1[CH:10]=[N:11][CH:12]=[C:13]([C:15]2[C:24]3[C:19](=[C:20]([C:25]4[CH:30]=[CH:29][CH:28]=[CH:27][CH:26]=4)[CH:21]=[CH:22][CH:23]=3)[C:18]([NH:31][CH2:32][C:33]3[CH:38]=[CH:37][CH:36]=[CH:35][N:34]=3)=[N:17][N:16]=2)[CH:14]=1)(=[O:8])=[O:7])(C)(C)C.C(O)(C(F)(F)F)=O. (2) The reactants are: Cl.[NH2:2][C:3]1[C:11]([OH:12])=[C:10]2[C:6]([CH2:7][CH2:8][CH:9]2[CH2:13][CH2:14][NH:15][C:16](=[O:18])[CH3:17])=[CH:5][CH:4]=1.[CH2:19]([N:21]([CH2:24]C)[CH2:22]C)C.C(=O)([O-])O.[Na+]. Given the product [CH3:19][N:21]([CH3:24])[C:22]1[O:12][C:11]2[C:10]3[CH:9]([CH2:13][CH2:14][NH:15][C:16](=[O:18])[CH3:17])[CH2:8][CH2:7][C:6]=3[CH:5]=[CH:4][C:3]=2[N:2]=1, predict the reactants needed to synthesize it. (3) Given the product [Br:1][C:2]1[C:10]2[C:9]([Cl:11])=[N:8][CH:7]=[N:6][C:5]=2[S:4][C:3]=1[C:17]1[O:18][C:14]([F:13])=[CH:15][CH:16]=1, predict the reactants needed to synthesize it. The reactants are: [Br:1][C:2]1[C:10]2[C:9]([Cl:11])=[N:8][CH:7]=[N:6][C:5]=2[S:4][C:3]=1I.[F:13][C:14]1[O:18][C:17](B2OC(C)(C)C(C)(C)O2)=[CH:16][CH:15]=1.C(=O)([O-])[O-].[Cs+].[Cs+].C1COCC1. (4) Given the product [CH3:1][O:2][C:3]([CH:5]1[CH2:9][CH2:8][CH2:7][N:6]1[NH:10][CH2:11][CH2:12][CH:13]([CH3:15])[CH3:14])=[O:4], predict the reactants needed to synthesize it. The reactants are: [CH3:1][O:2][C:3]([CH:5]1[CH2:9][CH2:8][CH2:7][N:6]1[N:10]=[CH:11][CH2:12][CH:13]([CH3:15])[CH3:14])=[O:4].C([BH3-])#N.[Na+].C(=O)(O)[O-].[Na+]. (5) Given the product [C:1]([O:5][C:6]([C:8]1[NH:9][C:10]2[C:15]([C:16]=1[N:17]1[C:22](=[O:23])[C:21]3=[CH:24][S:25][CH:26]=[C:20]3[N:19]([C:32]([O:34][C:35]([CH3:38])([CH3:37])[CH3:36])=[O:33])[C:18]1=[O:27])=[CH:14][C:13]([C:28]([F:29])([F:30])[F:31])=[CH:12][CH:11]=2)=[O:7])([CH3:4])([CH3:2])[CH3:3], predict the reactants needed to synthesize it. The reactants are: [C:1]([O:5][C:6]([C:8]1[NH:9][C:10]2[C:15]([C:16]=1[N:17]1[C:22](=[O:23])[C:21]3=[CH:24][S:25][CH:26]=[C:20]3[NH:19][C:18]1=[O:27])=[CH:14][C:13]([C:28]([F:31])([F:30])[F:29])=[CH:12][CH:11]=2)=[O:7])([CH3:4])([CH3:3])[CH3:2].[C:32](O[C:32]([O:34][C:35]([CH3:38])([CH3:37])[CH3:36])=[O:33])([O:34][C:35]([CH3:38])([CH3:37])[CH3:36])=[O:33].C(OCC)(=O)C. (6) Given the product [CH2:1]([O:8][C:9]1[CH:18]=[C:17]([O:19][CH2:20][C:21]2[CH:26]=[CH:25][CH:24]=[CH:23][CH:22]=2)[CH:16]=[C:15]([CH2:28][CH3:29])[C:10]=1[C:11]([NH:13][NH2:14])=[O:12])[C:2]1[CH:7]=[CH:6][CH:5]=[CH:4][CH:3]=1, predict the reactants needed to synthesize it. The reactants are: [CH2:1]([O:8][C:9]1[CH:18]=[C:17]([O:19][CH2:20][C:21]2[CH:26]=[CH:25][CH:24]=[CH:23][CH:22]=2)[CH:16]=[C:15](Cl)[C:10]=1[C:11]([NH:13][NH2:14])=[O:12])[C:2]1[CH:7]=[CH:6][CH:5]=[CH:4][CH:3]=1.[CH2:28](OC1C=CC(C(NN)=O)=C(CC)C=1Cl)[C:29]1C=CC=CC=1.